This data is from Full USPTO retrosynthesis dataset with 1.9M reactions from patents (1976-2016). The task is: Predict the reactants needed to synthesize the given product. (1) Given the product [Cl:39][C:1]1[N:2]=[C:14]([CH:15]([CH3:17])[CH3:16])[NH:13][C:3]=1[CH2:4][O:5][CH2:6][C:7]1[CH:12]=[CH:11][CH:10]=[CH:9][CH:8]=1, predict the reactants needed to synthesize it. The reactants are: [C:1]([CH:3]([NH:13][C:14](=O)[CH:15]([CH3:17])[CH3:16])[CH2:4][O:5][CH2:6][C:7]1[CH:12]=[CH:11][CH:10]=[CH:9][CH:8]=1)#[N:2].C1(P(C2C=CC=CC=2)C2C=CC=CC=2)C=CC=CC=1.C(Cl)(Cl)(Cl)[Cl:39]. (2) Given the product [C:14]1([C:11](=[C:3]2[C:4]3[C:9](=[CH:8][CH:7]=[CH:6][CH:5]=3)[NH:1][C:2]2=[O:10])[CH3:12])[CH:19]=[CH:18][CH:17]=[CH:16][CH:15]=1, predict the reactants needed to synthesize it. The reactants are: [NH:1]1[C:9]2[C:4](=[CH:5][CH:6]=[CH:7][CH:8]=2)[CH2:3][C:2]1=[O:10].[C:11]([C:14]1[CH:19]=[CH:18][CH:17]=[CH:16][CH:15]=1)(=O)[CH3:12].N1CCCC1. (3) Given the product [CH:77]1([N:47]([CH2:46][CH2:45][OH:44])[C:48]([C:50]2[C:55]([O:56][CH2:57][C:58]3[CH:59]=[CH:60][CH:61]=[CH:62][CH:63]=3)=[C:54]([OH:64])[N:53]=[C:52]([CH2:65][C:66]3([C:71]4[CH:76]=[CH:75][CH:74]=[CH:73][CH:72]=4)[CH2:70][CH2:69][CH2:68][CH2:67]3)[N:51]=2)=[O:49])[CH2:78][CH2:79][CH2:80][CH2:81]1, predict the reactants needed to synthesize it. The reactants are: C1(N(CCO)C(C2C(OCC3C=CC=CC=3)=C(O)N=C(CC3(C4C=CC=CC=4)CCCC3)N=2)=O)CC1.[Si]([O:44][CH2:45][CH2:46][N:47]([CH:77]1[CH2:81][CH2:80][CH2:79][CH2:78]1)[C:48]([C:50]1[C:55]([O:56][CH2:57][C:58]2[CH:63]=[CH:62][CH:61]=[CH:60][CH:59]=2)=[C:54]([OH:64])[N:53]=[C:52]([CH2:65][C:66]2([C:71]3[CH:76]=[CH:75][CH:74]=[CH:73][CH:72]=3)[CH2:70][CH2:69][CH2:68][CH2:67]2)[N:51]=1)=[O:49])(C(C)(C)C)(C)C. (4) Given the product [CH2:29]([O:31][C:26](=[O:35])[CH2:25][C:21]1[CH:22]=[CH:23][CH:24]=[C:19]([O:18][C:10]2[C:11]3[C:16](=[CH:15][C:14]([Cl:17])=[CH:13][CH:12]=3)[N:8]([CH2:1][C:2]3[CH:7]=[CH:6][CH:5]=[CH:4][CH:3]=3)[C:9]=2[CH3:28])[CH:20]=1)[CH3:30], predict the reactants needed to synthesize it. The reactants are: [CH2:1]([N:8]1[C:16]2[C:11](=[CH:12][CH:13]=[C:14]([Cl:17])[CH:15]=2)[C:10]([O:18][C:19]2[CH:20]=[C:21]([CH2:25][C:26]#N)[CH:22]=[CH:23][CH:24]=2)=[C:9]1[CH3:28])[C:2]1[CH:7]=[CH:6][CH:5]=[CH:4][CH:3]=1.[C:29](Cl)(=[O:31])[CH3:30].CC[OH:35].